Task: Predict which catalyst facilitates the given reaction.. Dataset: Catalyst prediction with 721,799 reactions and 888 catalyst types from USPTO (1) Reactant: [CH3:1][S:2][C:3]1[CH:4]=[C:5]([C:9](=[N:16][O:17][CH2:18][C:19]2[N:24]=[C:23]([NH2:25])[CH:22]=[CH:21][CH:20]=2)[C:10]2[N:14]([CH3:15])[N:13]=[N:12][N:11]=2)[CH:6]=[CH:7][CH:8]=1.[CH3:26][CH2:27][CH2:28][CH2:29][CH2:30][CH:31]=O.C(O[BH-](OC(=O)C)OC(=O)C)(=O)C.[Na+]. The catalyst class is: 793. Product: [CH2:26]([NH:25][C:23]1[CH:22]=[CH:21][CH:20]=[C:19]([CH2:18][O:17][N:16]=[C:9]([C:5]2[CH:6]=[CH:7][CH:8]=[C:3]([S:2][CH3:1])[CH:4]=2)[C:10]2[N:14]([CH3:15])[N:13]=[N:12][N:11]=2)[N:24]=1)[CH2:27][CH2:28][CH2:29][CH2:30][CH3:31]. (2) Reactant: Br[C:2]1[CH:3]=[N:4][N:5]([CH:7]2[CH2:11][CH2:10][CH2:9][CH2:8]2)[CH:6]=1.[Li]CCCC.[C:17](=[O:19])=[O:18]. Product: [CH:7]1([N:5]2[CH:6]=[C:2]([C:17]([OH:19])=[O:18])[CH:3]=[N:4]2)[CH2:11][CH2:10][CH2:9][CH2:8]1. The catalyst class is: 1. (3) Reactant: [CH:1]1[C:9]2[C:8]3[CH:10]=[CH:11][CH:12]=[CH:13][C:7]=3[O:6][C:5]=2[CH:4]=[CH:3][CH:2]=1.C([Li])CCC.CCCCCC.Cl[Si:26]([C:39]1[CH:44]=[CH:43][CH:42]=[CH:41][CH:40]=1)([C:33]1[CH:38]=[CH:37][CH:36]=[CH:35][CH:34]=1)[C:27]1[CH:32]=[CH:31][CH:30]=[CH:29][CH:28]=1. Product: [CH:1]1[C:9]2[C:8]3[CH:10]=[CH:11][CH:12]=[CH:13][C:7]=3[O:6][C:5]=2[C:4]([Si:26]([C:33]2[CH:34]=[CH:35][CH:36]=[CH:37][CH:38]=2)([C:39]2[CH:44]=[CH:43][CH:42]=[CH:41][CH:40]=2)[C:27]2[CH:28]=[CH:29][CH:30]=[CH:31][CH:32]=2)=[CH:3][CH:2]=1. The catalyst class is: 116. (4) Reactant: [C:1]1([CH2:7][O:8][C:9]2[CH:14]=[CH:13][C:12]([CH2:15][N:16]3[CH2:22][CH2:21][CH2:20][NH:19][CH2:18][CH2:17]3)=[CH:11][CH:10]=2)[CH:6]=[CH:5][CH:4]=[CH:3][CH:2]=1.Br[CH2:24][CH2:25][C:26]([O:28][CH3:29])=[O:27].C(N(CC)CC)C.C(=O)(O)[O-]. Product: [C:1]1([CH2:7][O:8][C:9]2[CH:14]=[CH:13][C:12]([CH2:15][N:16]3[CH2:22][CH2:21][CH2:20][N:19]([CH2:24][CH2:25][C:26]([O:28][CH3:29])=[O:27])[CH2:18][CH2:17]3)=[CH:11][CH:10]=2)[CH:6]=[CH:5][CH:4]=[CH:3][CH:2]=1. The catalyst class is: 1. (5) Reactant: CCCC[N+](CCCC)(CCCC)CCCC.[F-].[Si]([O:26][CH2:27][C@@H:28]1[C@H:32]2[O:33][C:34]([CH3:37])([CH3:36])[O:35][C@H:31]2[C@H:30]([N:38]2[CH:46]=[N:45][C:44]3[C:39]2=[N:40][C:41]([I:48])=[N:42][C:43]=3[NH2:47])[O:29]1)(C(C)(C)C)(C)C. Product: [NH2:47][C:43]1[N:42]=[C:41]([I:48])[N:40]=[C:39]2[C:44]=1[N:45]=[CH:46][N:38]2[C@H:30]1[C@@H:31]2[O:35][C:34]([CH3:36])([CH3:37])[O:33][C@@H:32]2[C@@H:28]([CH2:27][OH:26])[O:29]1. The catalyst class is: 1. (6) The catalyst class is: 27. Product: [CH2:44]([C:33]1[N:34]([CH2:35][CH2:36][CH2:37][CH2:38][NH:39][S:40]([CH3:43])(=[O:42])=[O:41])[C:30]2[C:29]3[CH:28]=[CH:27][CH:26]=[CH:25][C:24]=3[N:23]=[C:22]([NH:21][C:13](=[O:18])[C:14]([CH3:15])([CH3:16])[CH3:17])[C:31]=2[N:32]=1)[CH3:45]. Reactant: CN1C(=O)CCC1.[CH3:15][C:14]([CH3:17])([CH3:16])[C:13](O[C:13](=[O:18])[C:14]([CH3:17])([CH3:16])[CH3:15])=[O:18].[NH2:21][C:22]1[C:31]2[N:32]=[C:33]([CH2:44][CH3:45])[N:34]([CH2:35][CH2:36][CH2:37][CH2:38][NH:39][S:40]([CH3:43])(=[O:42])=[O:41])[C:30]=2[C:29]2[CH:28]=[CH:27][CH:26]=[CH:25][C:24]=2[N:23]=1. (7) Reactant: C([O:5][C:6]([C:8]1[C:13]([N+:14]([O-:16])=[O:15])=[CH:12][C:11]([CH:17]([F:19])[F:18])=[CH:10][N:9]=1)=[O:7])(C)(C)C.C1(C)C=CC=CC=1. Product: [F:19][CH:17]([F:18])[C:11]1[CH:12]=[C:13]([N+:14]([O-:16])=[O:15])[C:8]([C:6]([OH:7])=[O:5])=[N:9][CH:10]=1. The catalyst class is: 157. (8) Reactant: [CH3:1][O:2][CH2:3][C:4]([NH:6][C:7]1[CH:8]=[C:9]([C:13]2[N:14]=[C:15]([CH2:18][N:19]3[CH:23]=[C:22]([C:24]([O:26]CC)=[O:25])[CH:21]=[N:20]3)[S:16][CH:17]=2)[CH:10]=[CH:11][CH:12]=1)=[O:5].[OH-].[Na+].Cl. Product: [CH3:1][O:2][CH2:3][C:4]([NH:6][C:7]1[CH:8]=[C:9]([C:13]2[N:14]=[C:15]([CH2:18][N:19]3[CH:23]=[C:22]([C:24]([OH:26])=[O:25])[CH:21]=[N:20]3)[S:16][CH:17]=2)[CH:10]=[CH:11][CH:12]=1)=[O:5]. The catalyst class is: 823. (9) Reactant: Cl.[NH2:2][OH:3].[NH:4]1[C:12]2[C:7](=[CH:8][CH:9]=[CH:10][C:11]=2[CH:13]=O)[CH:6]=[CH:5]1. Product: [NH:4]1[C:12]2[C:7](=[CH:8][CH:9]=[CH:10][C:11]=2[CH:13]=[N:2][OH:3])[CH:6]=[CH:5]1. The catalyst class is: 17.